This data is from Reaction yield outcomes from USPTO patents with 853,638 reactions. The task is: Predict the reaction yield, written as a fraction of the theoretical maximum amount of product (1.0 means a 100% yield; for example, 0.34 means a 34% yield). (1) The reactants are [CH2:1]([N:8]1[CH2:12][CH:11]([C:13]2[CH:18]=[CH:17][CH:16]=[C:15]([Cl:19])[CH:14]=2)[CH:10]([NH:20][CH3:21])[CH2:9]1)[C:2]1[CH:7]=[CH:6][CH:5]=[CH:4][CH:3]=1.Br[CH2:23][C:24]1[CH:29]=[CH:28][C:27]([C:30]([F:33])([F:32])[F:31])=[CH:26][CH:25]=1.CCN(CC)CC. The catalyst is C1COCC1. The yield is 0.710. The product is [CH2:1]([N:8]1[CH2:12][CH:11]([C:13]2[CH:18]=[CH:17][CH:16]=[C:15]([Cl:19])[CH:14]=2)[CH:10]([N:20]([CH3:21])[CH2:23][C:24]2[CH:29]=[CH:28][C:27]([C:30]([F:33])([F:32])[F:31])=[CH:26][CH:25]=2)[CH2:9]1)[C:2]1[CH:7]=[CH:6][CH:5]=[CH:4][CH:3]=1. (2) The reactants are Br[CH2:2][C:3]1[C:12]([CH2:13]Br)=[C:11]([O:15][CH2:16][CH3:17])[C:10]2[C:5](=[CH:6][CH:7]=[CH:8][CH:9]=2)[C:4]=1[O:18][CH2:19][CH3:20].[CH2:21]([O:23][C:24](=[O:33])[CH2:25][C:26]1[CH:31]=[CH:30][C:29]([NH2:32])=[CH:28][CH:27]=1)[CH3:22]. The catalyst is CN(C)C=O. The product is [CH2:21]([O:23][C:24](=[O:33])[CH2:25][C:26]1[CH:27]=[CH:28][C:29]([N:32]2[CH2:13][C:12]3[C:11]([O:15][CH2:16][CH3:17])=[C:10]4[CH:9]=[CH:8][CH:7]=[CH:6][C:5]4=[C:4]([O:18][CH2:19][CH3:20])[C:3]=3[CH2:2]2)=[CH:30][CH:31]=1)[CH3:22]. The yield is 0.360. (3) The reactants are CN(OC)[C:3]([C:5]1[C:13]2[N:12]=[C:11]([CH3:14])[N:10]([CH2:15][C:16]3[C:25]4[C:20](=[CH:21][CH:22]=[CH:23][CH:24]=4)[CH:19]=[CH:18][CH:17]=3)[C:9]=2[CH:8]=[C:7]([N:26]2[CH2:31][CH2:30][O:29][CH2:28][CH2:27]2)[CH:6]=1)=[O:4].[CH3:34][Mg]Cl. The catalyst is O1CCCC1. The product is [CH3:14][C:11]1[N:10]([CH2:15][C:16]2[C:25]3[C:20](=[CH:21][CH:22]=[CH:23][CH:24]=3)[CH:19]=[CH:18][CH:17]=2)[C:9]2[CH:8]=[C:7]([N:26]3[CH2:27][CH2:28][O:29][CH2:30][CH2:31]3)[CH:6]=[C:5]([C:3](=[O:4])[CH3:34])[C:13]=2[N:12]=1. The yield is 0.590. (4) The reactants are [C:1]12([NH2:11])[CH2:10][CH:5]3[CH2:6][CH:7]([CH2:9][CH:3]([CH2:4]3)[CH2:2]1)[CH2:8]2.Cl[CH2:13][C:14]1[N:18]=[C:17]([C:19]2[CH:24]=[CH:23][CH:22]=[CH:21][C:20]=2[O:25][CH3:26])[O:16][N:15]=1. No catalyst specified. The product is [CH3:26][O:25][C:20]1[CH:21]=[CH:22][CH:23]=[CH:24][C:19]=1[C:17]1[O:16][N:15]=[C:14]([CH2:13][NH:11][C:1]23[CH2:8][CH:7]4[CH2:6][CH:5]([CH2:4][CH:3]([CH2:9]4)[CH2:2]2)[CH2:10]3)[N:18]=1. The yield is 0.780.